From a dataset of NCI-60 drug combinations with 297,098 pairs across 59 cell lines. Regression. Given two drug SMILES strings and cell line genomic features, predict the synergy score measuring deviation from expected non-interaction effect. (1) Drug 1: C1CCC(CC1)NC(=O)N(CCCl)N=O. Drug 2: C1C(C(OC1N2C=NC3=C2NC=NCC3O)CO)O. Cell line: BT-549. Synergy scores: CSS=22.2, Synergy_ZIP=-7.13, Synergy_Bliss=0.111, Synergy_Loewe=-8.52, Synergy_HSA=-0.289. (2) Drug 1: CC1=C(C(=CC=C1)Cl)NC(=O)C2=CN=C(S2)NC3=CC(=NC(=N3)C)N4CCN(CC4)CCO. Drug 2: C(CC(=O)O)C(=O)CN.Cl. Cell line: UACC-257. Synergy scores: CSS=6.98, Synergy_ZIP=-2.27, Synergy_Bliss=1.32, Synergy_Loewe=1.20, Synergy_HSA=1.26.